From a dataset of Reaction yield outcomes from USPTO patents with 853,638 reactions. Predict the reaction yield, written as a fraction of the theoretical maximum amount of product (1.0 means a 100% yield; for example, 0.34 means a 34% yield). (1) The catalyst is C(O)C. The product is [NH2:4][C:5]1[CH:9]=[CH:8][N:7]([C:10]2[CH:11]=[CH:12][C:13]([Br:16])=[CH:14][CH:15]=2)[C:6]=1[C:17]([O:19][CH2:20][CH3:21])=[O:18]. The yield is 0.548. The reactants are C([NH:4][C:5]1[CH:9]=[CH:8][N:7]([C:10]2[CH:15]=[CH:14][C:13]([Br:16])=[CH:12][CH:11]=2)[C:6]=1[C:17]([O:19][CH2:20][CH3:21])=[O:18])(=O)C.Cl. (2) The yield is 0.720. The reactants are [CH3:1][C:2]1[C:6]2[C:7](=[O:19])[N:8]([CH2:11][CH2:12][N:13]3[CH2:18][CH2:17][O:16][CH2:15][CH2:14]3)[CH2:9][CH2:10][C:5]=2[NH:4][C:3]=1[CH:20]=O.[N:22]1[CH:27]=[CH:26][C:25]([C:28]2[CH:36]=[CH:35][CH:34]=[C:33]3[C:29]=2[CH2:30][C:31](=[O:37])[NH:32]3)=[CH:24][CH:23]=1. The product is [CH3:1][C:2]1[C:6]2[C:7](=[O:19])[N:8]([CH2:11][CH2:12][N:13]3[CH2:14][CH2:15][O:16][CH2:17][CH2:18]3)[CH2:9][CH2:10][C:5]=2[NH:4][C:3]=1[CH:20]=[C:30]1[C:29]2[C:33](=[CH:34][CH:35]=[CH:36][C:28]=2[C:25]2[CH:24]=[CH:23][N:22]=[CH:27][CH:26]=2)[NH:32][C:31]1=[O:37]. No catalyst specified. (3) The reactants are Cl.[CH3:2][NH:3][C@@H:4]([CH2:16][C:17]1[CH:22]=[CH:21][CH:20]=[CH:19][CH:18]=1)[CH2:5][CH2:6][NH:7][C:8]([C:10]1[CH:15]=[CH:14][CH:13]=[CH:12][N:11]=1)=[O:9].[NH:23]1[C:31]2[C:26](=[CH:27][C:28]([C:32]([OH:34])=O)=[CH:29][CH:30]=2)[CH:25]=[CH:24]1.C1C=CC2N(O)N=NC=2C=1.Cl.C(N(CC)CC)C. The product is [CH2:16]([C@H:4]([N:3]([CH3:2])[C:32]([C:28]1[CH:27]=[C:26]2[C:31](=[CH:30][CH:29]=1)[NH:23][CH:24]=[CH:25]2)=[O:34])[CH2:5][CH2:6][NH:7][C:8]([C:10]1[CH:15]=[CH:14][CH:13]=[CH:12][N:11]=1)=[O:9])[C:17]1[CH:18]=[CH:19][CH:20]=[CH:21][CH:22]=1. The yield is 0.680. The catalyst is C(Cl)Cl.CCOC(C)=O.C(Cl)CCl. (4) The reactants are C(Cl)(=O)C(Cl)=O.CS(C)=O.[CH3:11][C:12]1[N:17]=[C:16]([CH:18]([OH:20])[CH3:19])[CH:15]=[CH:14][CH:13]=1.C(N(CC)CC)C. The catalyst is C(Cl)Cl. The product is [CH3:11][C:12]1[N:17]=[C:16]([C:18](=[O:20])[CH3:19])[CH:15]=[CH:14][CH:13]=1. The yield is 0.920. (5) The reactants are [NH2:1][C:2]1[C:3](=[O:8])[NH:4][CH:5]=[CH:6][CH:7]=1.C(O[CH:12]=[C:13]([C:19]([O:21][CH2:22][CH3:23])=[O:20])[C:14]([O:16][CH2:17][CH3:18])=[O:15])C.CCOCC. The product is [O:8]=[C:3]1[C:2]([NH:1][CH:12]=[C:13]([C:14]([O:16][CH2:17][CH3:18])=[O:15])[C:19]([O:21][CH2:22][CH3:23])=[O:20])=[CH:7][CH:6]=[CH:5][NH:4]1. The catalyst is C(O)(C)C. The yield is 0.633. (6) The reactants are [CH3:1][NH:2][CH2:3][C:4]1[O:5][C:6]2[CH:13]=[CH:12][CH:11]=[CH:10][C:7]=2[C:8]=1[CH3:9].[CH:14](N(C(C)C)CC)([CH3:16])[CH3:15].Br[C:24]1[CH:25]=[N:26][C:27]2[NH:36][C:35](=[O:37])[C@@H:34]3[N:30]([CH2:31][CH2:32][CH2:33]3)[CH2:29][C:28]=2[CH:38]=1.O.[OH:40]N1C2C=CC=CC=2N=N1.Cl.CN(C)CCCN=C=NCC. The catalyst is CN(C=O)C.O. The product is [CH3:1][N:2]([CH2:3][C:4]1[O:5][C:6]2[CH:13]=[CH:12][CH:11]=[CH:10][C:7]=2[C:8]=1[CH3:9])[C:15](=[O:40])/[CH:14]=[CH:16]/[C:24]1[CH:25]=[N:26][C:27]2[NH:36][C:35](=[O:37])[C@@H:34]3[N:30]([CH2:31][CH2:32][CH2:33]3)[CH2:29][C:28]=2[CH:38]=1. The yield is 0.310. (7) The reactants are [C:1]([C:3]1[CH:4]=[C:5]([C:22]2[CH:27]=[CH:26][C:25]([C:28]([O:30]C)=[O:29])=[CH:24][CH:23]=2)[CH:6]=[CH:7][C:8]=1[O:9][CH2:10][CH:11]1[CH2:16][CH2:15][N:14]([CH2:17][C:18]([F:21])([CH3:20])[CH3:19])[CH2:13][CH2:12]1)#[N:2].O[Li].O. The catalyst is O. The product is [C:1]([C:3]1[CH:4]=[C:5]([C:22]2[CH:27]=[CH:26][C:25]([C:28]([OH:30])=[O:29])=[CH:24][CH:23]=2)[CH:6]=[CH:7][C:8]=1[O:9][CH2:10][CH:11]1[CH2:16][CH2:15][N:14]([CH2:17][C:18]([F:21])([CH3:20])[CH3:19])[CH2:13][CH2:12]1)#[N:2]. The yield is 0.860. (8) The reactants are C([O:8][C:9]1[C:14]([C:15]2[CH:20]=[CH:19][CH:18]=[CH:17][CH:16]=2)=[CH:13][CH:12]=[CH:11][C:10]=1[C:21]1[CH:26]=[CH:25][CH:24]=[C:23]([C:27]([C:29]2[CH:34]=[CH:33][CH:32]=[CH:31][C:30]=2[O:35][CH3:36])=[CH2:28])[CH:22]=1)C1C=CC=CC=1. The catalyst is CO.C(OCC)(=O)C.[Pd]. The product is [C:15]1([C:14]2[CH:13]=[CH:12][CH:11]=[C:10]([C:21]3[CH:26]=[CH:25][CH:24]=[C:23]([CH:27]([C:29]4[CH:34]=[CH:33][CH:32]=[CH:31][C:30]=4[O:35][CH3:36])[CH3:28])[CH:22]=3)[C:9]=2[OH:8])[CH:16]=[CH:17][CH:18]=[CH:19][CH:20]=1. The yield is 0.950.